Dataset: NCI-60 drug combinations with 297,098 pairs across 59 cell lines. Task: Regression. Given two drug SMILES strings and cell line genomic features, predict the synergy score measuring deviation from expected non-interaction effect. (1) Drug 1: CC1=C2C(C(=O)C3(C(CC4C(C3C(C(C2(C)C)(CC1OC(=O)C(C(C5=CC=CC=C5)NC(=O)OC(C)(C)C)O)O)OC(=O)C6=CC=CC=C6)(CO4)OC(=O)C)O)C)O. Drug 2: CC12CCC3C(C1CCC2OP(=O)(O)O)CCC4=C3C=CC(=C4)OC(=O)N(CCCl)CCCl.[Na+]. Cell line: TK-10. Synergy scores: CSS=77.1, Synergy_ZIP=11.7, Synergy_Bliss=14.4, Synergy_Loewe=14.5, Synergy_HSA=14.5. (2) Drug 1: C1CC(=O)NC(=O)C1N2C(=O)C3=CC=CC=C3C2=O. Drug 2: COCCOC1=C(C=C2C(=C1)C(=NC=N2)NC3=CC=CC(=C3)C#C)OCCOC.Cl. Cell line: NCI-H226. Synergy scores: CSS=-7.57, Synergy_ZIP=4.32, Synergy_Bliss=2.06, Synergy_Loewe=-6.20, Synergy_HSA=-4.66. (3) Drug 1: C1CN1P(=S)(N2CC2)N3CC3. Drug 2: C(CCl)NC(=O)N(CCCl)N=O. Cell line: EKVX. Synergy scores: CSS=7.12, Synergy_ZIP=-3.35, Synergy_Bliss=-2.11, Synergy_Loewe=-1.08, Synergy_HSA=-0.592. (4) Drug 1: CC1C(C(CC(O1)OC2CC(CC3=C2C(=C4C(=C3O)C(=O)C5=C(C4=O)C(=CC=C5)OC)O)(C(=O)C)O)N)O.Cl. Drug 2: C1CCC(CC1)NC(=O)N(CCCl)N=O. Cell line: NCI-H322M. Synergy scores: CSS=10.3, Synergy_ZIP=-1.93, Synergy_Bliss=4.30, Synergy_Loewe=1.18, Synergy_HSA=4.10. (5) Drug 1: C1CCC(C(C1)N)N.C(=O)(C(=O)[O-])[O-].[Pt+4]. Drug 2: CC(C)CN1C=NC2=C1C3=CC=CC=C3N=C2N. Cell line: OVCAR3. Synergy scores: CSS=19.5, Synergy_ZIP=-0.644, Synergy_Bliss=0.360, Synergy_Loewe=-1.20, Synergy_HSA=-0.982. (6) Drug 1: CC1=C(C=C(C=C1)C(=O)NC2=CC(=CC(=C2)C(F)(F)F)N3C=C(N=C3)C)NC4=NC=CC(=N4)C5=CN=CC=C5. Drug 2: CC1=C(C(=CC=C1)Cl)NC(=O)C2=CN=C(S2)NC3=CC(=NC(=N3)C)N4CCN(CC4)CCO. Cell line: LOX IMVI. Synergy scores: CSS=-5.52, Synergy_ZIP=8.28, Synergy_Bliss=8.10, Synergy_Loewe=-6.80, Synergy_HSA=-8.23. (7) Drug 1: CCCS(=O)(=O)NC1=C(C(=C(C=C1)F)C(=O)C2=CNC3=C2C=C(C=N3)C4=CC=C(C=C4)Cl)F. Drug 2: CC1=C(C(CCC1)(C)C)C=CC(=CC=CC(=CC(=O)O)C)C. Cell line: OVCAR-5. Synergy scores: CSS=-4.65, Synergy_ZIP=4.64, Synergy_Bliss=1.83, Synergy_Loewe=-2.22, Synergy_HSA=-4.19.